From a dataset of Reaction yield outcomes from USPTO patents with 853,638 reactions. Predict the reaction yield, written as a fraction of the theoretical maximum amount of product (1.0 means a 100% yield; for example, 0.34 means a 34% yield). (1) The reactants are [Cl:1][C:2]1[C:3]([F:32])=[C:4]([NH:8][C:9]2[C:18]3[C:13](=[CH:14][C:15]([O:30][CH3:31])=[C:16]([O:19][C@@H:20]4[CH2:25][CH2:24][NH:23][C@H:22]([C:26]([O:28][CH3:29])=[O:27])[CH2:21]4)[CH:17]=3)[N:12]=[CH:11][N:10]=2)[CH:5]=[CH:6][CH:7]=1.C=O.[C:35](O[BH-](OC(=O)C)OC(=O)C)(=O)C.[Na+]. The catalyst is C(O)(=O)C.C(Cl)Cl.O. The product is [Cl:1][C:2]1[C:3]([F:32])=[C:4]([NH:8][C:9]2[C:18]3[C:13](=[CH:14][C:15]([O:30][CH3:31])=[C:16]([O:19][C@@H:20]4[CH2:25][CH2:24][N:23]([CH3:35])[C@H:22]([C:26]([O:28][CH3:29])=[O:27])[CH2:21]4)[CH:17]=3)[N:12]=[CH:11][N:10]=2)[CH:5]=[CH:6][CH:7]=1. The yield is 0.700. (2) The reactants are [Br:1][C:2]1[C:3]([F:12])=[C:4]2[C:10]([NH2:11])=[CH:9][NH:8][C:5]2=[N:6][CH:7]=1.[CH3:13][O:14][CH2:15][CH2:16][C:17](O)=[O:18].C(N(CC)CC)C.C1N(P(Cl)(N2C(=O)OCC2)=O)C(=O)OC1.O[Li].O. The catalyst is C(Cl)Cl.O. The product is [Br:1][C:2]1[C:3]([F:12])=[C:4]2[C:10]([NH:11][C:17](=[O:18])[CH2:16][CH2:15][O:14][CH3:13])=[CH:9][NH:8][C:5]2=[N:6][CH:7]=1. The yield is 0.420. (3) The reactants are C(OC([N:8](C(OC(C)(C)C)=O)[C:9]1[CH:14]=C(C=O)[N:12]=[C:11]([C:17]([O:19][CH3:20])=[O:18])[C:10]=1[O:21][CH3:22])=O)(C)(C)C.COCCN(S(F)(F)F)CCOC.[C:43](O)([C:45]([F:48])(F)[F:46])=O.C([O-])(O)=O.[Na+]. The catalyst is C(Cl)Cl. The product is [NH2:8][C:9]1[CH:14]=[C:43]([CH:45]([F:48])[F:46])[N:12]=[C:11]([C:17]([O:19][CH3:20])=[O:18])[C:10]=1[O:21][CH3:22]. The yield is 0.564. (4) The reactants are [O:1]([C:8]1[N:13]=[CH:12][C:11]([CH:14]=O)=[CH:10][CH:9]=1)[C:2]1[CH:7]=[CH:6][CH:5]=[CH:4][CH:3]=1.[N+:16]([CH3:19])([O-:18])=[O:17].C([O-])(=O)C.[NH4+].[BH4-].[Na+]. The catalyst is C(O)(=O)C. The product is [N+:16]([CH2:19][CH2:14][C:11]1[CH:10]=[CH:9][C:8]([O:1][C:2]2[CH:7]=[CH:6][CH:5]=[CH:4][CH:3]=2)=[N:13][CH:12]=1)([O-:18])=[O:17]. The yield is 0.550. (5) The reactants are CC(C)([O-])C.[K+].[CH3:7][O:8][C:9](=[O:17])[C:10]1[CH:15]=[CH:14][C:13]([OH:16])=[CH:12][CH:11]=1.[Cl:18][C:19]1[N:20]=[N:21][C:22](Cl)=[CH:23][CH:24]=1. The catalyst is C1COCC1.O. The product is [CH3:7][O:8][C:9](=[O:17])[C:10]1[CH:15]=[CH:14][C:13]([O:16][C:22]2[N:21]=[N:20][C:19]([Cl:18])=[CH:24][CH:23]=2)=[CH:12][CH:11]=1. The yield is 0.660. (6) The reactants are [F-:1].[K+].[CH3:3][O:4][C:5](=[O:15])[C:6]1[C:11]([CH3:12])=[CH:10][C:9]([Cl:13])=[CH:8][C:7]=1I.COC(=O)[C:19](Cl)([F:21])[F:20]. The catalyst is CN(C=O)C.[Cu]I. The product is [CH3:3][O:4][C:5](=[O:15])[C:6]1[C:11]([CH3:12])=[CH:10][C:9]([Cl:13])=[CH:8][C:7]=1[C:19]([F:21])([F:1])[F:20]. The yield is 0.670. (7) The reactants are [S:1]1[CH:5]=[CH:4][CH:3]=[C:2]1C(O)=O.CC[N:11]([CH2:14]C)CC.C1C=CC(P(N=[N+]=[N-])(C2C=CC=CC=2)=[O:23])=CC=1.[CH3:33][C:34]([OH:37])([CH3:36])[CH3:35]. No catalyst specified. The product is [S:1]1[CH:5]=[CH:4][CH:3]=[C:2]1[NH:11][C:14](=[O:23])[O:37][C:34]([CH3:36])([CH3:35])[CH3:33]. The yield is 0.500. (8) The reactants are [CH3:1][O:2][C:3](=[O:15])/[CH:4]=[CH:5]/[C:6]1[CH:14]=[CH:13][CH:12]=[C:11]2[C:7]=1[CH:8]=[CH:9][NH:10]2.[H][H]. The catalyst is CCOC(C)=O.[Pd]. The product is [CH3:1][O:2][C:3](=[O:15])[CH2:4][CH2:5][C:6]1[CH:14]=[CH:13][CH:12]=[C:11]2[C:7]=1[CH:8]=[CH:9][NH:10]2. The yield is 0.800. (9) The reactants are [CH3:1][O:2][C:3]1[CH:4]=[C:5]([NH:11][C:12]2[C:13]([NH:22][S:23]([C:26]3[CH:27]=[N:28][CH:29]=[CH:30][CH:31]=3)(=[O:25])=[O:24])=[N:14][C:15]3[C:20]([N:21]=2)=[CH:19][CH:18]=[CH:17][CH:16]=3)[CH:6]=[C:7]([O:9][CH3:10])[CH:8]=1.CS(C)=[O:34].[OH-].[Na+].Cl. The catalyst is O. The yield is 0.900. The product is [CH3:10][O:9][C:7]1[CH:6]=[C:5]([NH:11][C:12]2[C:13]([NH:22][S:23]([C:26]3[CH:31]=[CH:30][C:29](=[O:34])[NH:28][CH:27]=3)(=[O:24])=[O:25])=[N:14][C:15]3[C:20]([N:21]=2)=[CH:19][CH:18]=[CH:17][CH:16]=3)[CH:4]=[C:3]([O:2][CH3:1])[CH:8]=1. (10) The reactants are [C:1]([O:5][C:6]([N:8]1[CH2:13][CH2:12][NH:11][CH2:10][CH2:9]1)=[O:7])([CH3:4])([CH3:3])[CH3:2].[Cl:14][C:15]1[CH:16]=[C:17]([CH:20]=[CH:21][CH:22]=1)[CH:18]=O.CC(O)=O.[BH-](OC(C)=O)(OC(C)=O)OC(C)=O.[Na+].[OH-].[Na+]. The catalyst is ClC(Cl)C.CCOC(C)=O. The product is [C:1]([O:5][C:6]([N:8]1[CH2:13][CH2:12][N:11]([CH2:18][C:17]2[CH:20]=[CH:21][CH:22]=[C:15]([Cl:14])[CH:16]=2)[CH2:10][CH2:9]1)=[O:7])([CH3:4])([CH3:2])[CH3:3]. The yield is 0.870.